Dataset: Reaction yield outcomes from USPTO patents with 853,638 reactions. Task: Predict the reaction yield, written as a fraction of the theoretical maximum amount of product (1.0 means a 100% yield; for example, 0.34 means a 34% yield). (1) The reactants are CO[C:3]([C:5]1[C:6]2[CH:7]=[N:8][NH:9][C:10]=2[CH:11]=[CH:12][CH:13]=1)=[O:4].[CH2:14](Cl)[CH:15]([CH3:17])[CH3:16]. No catalyst specified. The product is [CH2:14]([N:9]1[C:10]2[C:6](=[C:5]([CH2:3][OH:4])[CH:13]=[CH:12][CH:11]=2)[CH:7]=[N:8]1)[CH:15]([CH3:17])[CH3:16]. The yield is 0.440. (2) The reactants are [Si]([C:5]1[S:6][CH:7]=[CH:8][N:9]=1)(C)(C)C.C([Li])CCC.[CH2:15]1[O:25][C:18]2([CH2:23][CH2:22][C:21](=[O:24])[CH2:20][CH2:19]2)[O:17][CH2:16]1.O. The catalyst is C1COCC1.CCOC(C)=O. The product is [S:6]1[C:7]([C:21]2([OH:24])[CH2:22][CH2:23][C:18]3([O:25][CH2:15][CH2:16][O:17]3)[CH2:19][CH2:20]2)=[CH:8][N:9]=[CH:5]1. The yield is 0.900.